This data is from Merck oncology drug combination screen with 23,052 pairs across 39 cell lines. The task is: Regression. Given two drug SMILES strings and cell line genomic features, predict the synergy score measuring deviation from expected non-interaction effect. Drug 1: CCC1(O)CC2CN(CCc3c([nH]c4ccccc34)C(C(=O)OC)(c3cc4c(cc3OC)N(C)C3C(O)(C(=O)OC)C(OC(C)=O)C5(CC)C=CCN6CCC43C65)C2)C1. Drug 2: Cn1cc(-c2cnn3c(N)c(Br)c(C4CCCNC4)nc23)cn1. Cell line: OV90. Synergy scores: synergy=-10.4.